This data is from Experimentally validated miRNA-target interactions with 360,000+ pairs, plus equal number of negative samples. The task is: Binary Classification. Given a miRNA mature sequence and a target amino acid sequence, predict their likelihood of interaction. (1) The miRNA is hsa-miR-6751-3p with sequence ACUGAGCCUCUCUCUCUCCAG. The protein sequence of the target gene is MAALGVAEAVAAPHPAEGAETAEAVELSRALSRLLPGLEADSKPGRRRALEALRRALEEPGPAADPTAFQGPWARLLLPRLLRCLSDPAEGCRALAVHLLDLGLRRAARPRDALPRLLPALAARLAGPVPARRPPEACEELRLALVQLLGLAVDLCGAALAPHLDDALRALRCSLLDPFAAVRRESCSCAAALAQATPDHFHMQSESLIGPLMQTISHQHWKVRVAAIEATGAVIHFGNGKSVDDVLSHFAQRLFDDVPQVRRAVASVVGGWLLCLRDRYSFFHKLIPLLLSSLNDEVPE.... Result: 0 (no interaction). (2) The miRNA is mmu-miR-204-5p with sequence UUCCCUUUGUCAUCCUAUGCCU. The protein sequence of the target gene is MLSAAFITLLRSGGNQVKKRVLLSSILLQDHRQATPACYFSTSEARCSRFDPDGSGQPATWDNFGIWDNRIDEPILLPPSIKYGKPIPKISLENVGCASLIGKRKENEDRFGFAQLTEEVLYFAVYDGHGGPAAADFCHTHMEKCVMDLLPREKDLETVLTLAFLEIDKAFASYAHLSADASLLTSGTTATVALLRDGVELVVASVGDSRALLCRKGKPMKLTTDHTPERKDEKERIKKFGGFVAWNSLGQPHVNGRLAMTRSIGDLDLKASGVIAEPETTRIKLYHADDSFLVLTTDGI.... Result: 1 (interaction). (3) The miRNA is mmu-miR-201-5p with sequence UACUCAGUAAGGCAUUGUUCUU. The protein sequence of the target gene is MRAEGADHSMINLSVQQVLSLWAHGTVLRNLTEMWYWIFLWALFSSLFVHGAAGVLMFVMLQRHRQGRVISIIAVSIGFLASVTGAMITSAAVAGIYRVAGKNMAPLEALVWGVGQTVLTLIISFSRILATL. Result: 1 (interaction). (4) The protein sequence of the target gene is MNHFRKMEVINLTTLPMIPVDEHLAVSLVARNTMVKTVRKELENNPPSCLIGSMHQVNQKIADINLRTEPSANSLAIERFELEKKALREKTRSSPEDKVKRQRKSQYSCKGSELRHARSSVIKRKTADKNLLAELYQYSNFNSSKPNKLPNGVDFCDMVGNVVRAERDCLSGKHFCSGRELEKFLSSSSPRAIWLDSFWWIFHERYQPNKELQNNLFDRIAQHYALLLFRVPKSHSEEALLKRLPSLLSKAVYTSFCCCFPQSWFDTHEFKSDICNTMSLWISGTYPSPQSYDSWDYSEL.... Result: 1 (interaction). The miRNA is hsa-miR-6807-5p with sequence GUGAGCCAGUGGAAUGGAGAGG.